The task is: Predict the reaction yield, written as a fraction of the theoretical maximum amount of product (1.0 means a 100% yield; for example, 0.34 means a 34% yield).. This data is from Reaction yield outcomes from USPTO patents with 853,638 reactions. (1) The yield is 0.480. The reactants are [OH:1][C:2]1([CH2:9][N:10]2[CH2:15][CH2:14][C:13]3[NH:16][C:17]([CH:20]=O)=[C:18]([CH3:19])[C:12]=3[C:11]2=[O:22])[CH2:7][CH2:6][N:5]([CH3:8])[CH2:4][CH2:3]1.[Br:23][C:24]1[CH:25]=[C:26]2[C:30](=[CH:31][CH:32]=1)[NH:29][C:28](=[O:33])[CH2:27]2. The product is [Br:23][C:24]1[CH:25]=[C:26]2[C:30](=[CH:31][CH:32]=1)[NH:29][C:28](=[O:33])[C:27]2=[CH:20][C:17]1[NH:16][C:13]2[CH2:14][CH2:15][N:10]([CH2:9][C:2]3([OH:1])[CH2:7][CH2:6][N:5]([CH3:8])[CH2:4][CH2:3]3)[C:11](=[O:22])[C:12]=2[C:18]=1[CH3:19]. No catalyst specified. (2) The reactants are Cl[C:2]1[N:7]=[C:6]([NH:8][C:9]2[CH:25]=[CH:24][C:12]3[S:13][C:14]([C:17]4[CH:22]=[CH:21][N:20]=[C:19]([NH2:23])[N:18]=4)=[C:15]([CH3:16])[C:11]=3[CH:10]=2)[CH:5]=[CH:4][N:3]=1.[CH3:26][NH2:27].C(O)(C)C. The catalyst is O. The product is [NH2:23][C:19]1[N:18]=[C:17]([C:14]2[S:13][C:12]3[CH:24]=[CH:25][C:9]([NH:8][C:6]4[CH:5]=[CH:4][N:3]=[C:2]([NH:27][CH3:26])[N:7]=4)=[CH:10][C:11]=3[C:15]=2[CH3:16])[CH:22]=[CH:21][N:20]=1. The yield is 0.510.